Dataset: Forward reaction prediction with 1.9M reactions from USPTO patents (1976-2016). Task: Predict the product of the given reaction. (1) Given the reactants [NH2:1][CH2:2][CH2:3][C:4]1([C:9]([NH:11][C@@H:12]([CH2:16][C:17]2[CH:22]=[CH:21][C:20]([NH:23][C:24](=[O:33])[C:25]3[C:30]([Cl:31])=[CH:29][CH:28]=[CH:27][C:26]=3[Cl:32])=[CH:19][CH:18]=2)[C:13]([OH:15])=[O:14])=[O:10])[CH2:8][CH2:7][CH2:6][CH2:5]1.O=C1CCC(=O)N1[O:41][C:42](=O)[CH2:43][CH2:44][O:45][CH2:46][CH2:47][O:48][CH2:49][CH2:50][O:51][CH2:52][CH2:53][O:54][CH2:55][CH2:56][O:57][CH2:58][CH2:59][O:60][CH2:61][CH2:62][O:63][CH2:64][CH2:65][O:66][CH2:67][CH2:68][S:69][C:70](=[O:72])[CH3:71].CCN(C(C)C)C(C)C, predict the reaction product. The product is: [C:70]([S:69][CH2:68][CH2:67][O:66][CH2:65][CH2:64][O:63][CH2:62][CH2:61][O:60][CH2:59][CH2:58][O:57][CH2:56][CH2:55][O:54][CH2:53][CH2:52][O:51][CH2:50][CH2:49][O:48][CH2:47][CH2:46][O:45][CH2:44][CH2:43][C:42]([NH:1][CH2:2][CH2:3][C:4]1([C:9]([NH:11][C@@H:12]([CH2:16][C:17]2[CH:18]=[CH:19][C:20]([NH:23][C:24](=[O:33])[C:25]3[C:30]([Cl:31])=[CH:29][CH:28]=[CH:27][C:26]=3[Cl:32])=[CH:21][CH:22]=2)[C:13]([OH:15])=[O:14])=[O:10])[CH2:8][CH2:7][CH2:6][CH2:5]1)=[O:41])(=[O:72])[CH3:71]. (2) Given the reactants I[CH2:2][CH2:3][CH2:4][CH2:5][O:6][C:7]1[CH:12]=[CH:11][C:10]([NH:13][CH:14]=[C:15]2[C:23]3[C:18](=[CH:19][CH:20]=[CH:21][CH:22]=3)[NH:17][C:16]2=[O:24])=[CH:9][CH:8]=1.[NH:25]1[CH2:30][CH2:29][S:28][CH2:27][CH2:26]1, predict the reaction product. The product is: [N:25]1([CH2:2][CH2:3][CH2:4][CH2:5][O:6][C:7]2[CH:12]=[CH:11][C:10]([NH:13][CH:14]=[C:15]3[C:23]4[C:18](=[CH:19][CH:20]=[CH:21][CH:22]=4)[NH:17][C:16]3=[O:24])=[CH:9][CH:8]=2)[CH2:30][CH2:29][S:28][CH2:27][CH2:26]1. (3) Given the reactants [CH2:1]1[C:9]2[C:4](=[CH:5][C:6]([CH2:10][C:11]([NH:13][C@H:14]3[CH2:19][C:18]4[CH:20]=[CH:21][CH:22]=[C:23]([C:24]([OH:26])=[O:25])[C:17]=4[O:16][B:15]3[OH:27])=[O:12])=[CH:7][CH:8]=2)[CH2:3][NH:2]1.[CH2:28](O)[CH3:29], predict the reaction product. The product is: [CH2:28]([O:25][C:24]([C:23]1[C:17]2[O:16][B:15]([OH:27])[C@@H:14]([NH:13][C:11](=[O:12])[CH2:10][C:6]3[CH:5]=[C:4]4[C:9](=[CH:8][CH:7]=3)[CH2:1][NH:2][CH2:3]4)[CH2:19][C:18]=2[CH:20]=[CH:21][CH:22]=1)=[O:26])[CH3:29]. (4) Given the reactants [OH-].[Na+].[Cl:3][C:4]1[N:9]=[C:8]([C:10]([O:12]C)=[O:11])[C:7]([CH3:14])=[CH:6][CH:5]=1.CO, predict the reaction product. The product is: [Cl:3][C:4]1[N:9]=[C:8]([C:10]([OH:12])=[O:11])[C:7]([CH3:14])=[CH:6][CH:5]=1.